Dataset: Catalyst prediction with 721,799 reactions and 888 catalyst types from USPTO. Task: Predict which catalyst facilitates the given reaction. (1) Reactant: [OH:1][C:2]1[CH:7]=[CH:6][C:5]([CH3:8])=[CH:4][C:3]=1[N:9]1[N:13]=[C:12]2[CH:14]=[CH:15][C:16]([O:18][CH3:19])=[CH:17][C:11]2=[N:10]1.N(C(C)(C)C#N)=NC(C)(C)C#N.[Br:32]Br. Product: [OH:1][C:2]1[CH:7]=[CH:6][C:5]([CH2:8][Br:32])=[CH:4][C:3]=1[N:9]1[N:13]=[C:12]2[CH:14]=[CH:15][C:16]([O:18][CH3:19])=[CH:17][C:11]2=[N:10]1. The catalyst class is: 53. (2) Reactant: C(O[C:5](=[O:16])[NH:6][C:7]1[CH:12]=[CH:11][C:10]([N+:13]([O-:15])=[O:14])=[CH:9][N:8]=1)(C)=C.C[N:18]1[CH2:22][CH2:21][CH2:20][CH2:19]1.N1CCCC1. Product: [N+:13]([C:10]1[CH:11]=[CH:12][C:7]([NH:6][C:5]([N:18]2[CH2:22][CH2:21][CH2:20][CH2:19]2)=[O:16])=[N:8][CH:9]=1)([O-:15])=[O:14]. The catalyst class is: 305. (3) Reactant: [CH3:1][O:2][C:3]1[CH:4]=[C:5]([CH:9]=[C:10]([N+:14]([O-:16])=[O:15])[C:11]=1[O:12][CH3:13])[C:6](Cl)=[O:7].[CH3:17][NH2:18]. Product: [CH3:1][O:2][C:3]1[CH:4]=[C:5]([CH:9]=[C:10]([N+:14]([O-:16])=[O:15])[C:11]=1[O:12][CH3:13])[C:6]([NH:18][CH3:17])=[O:7]. The catalyst class is: 4. (4) Reactant: [H-].[Na+].[CH2:3]([O:5][C:6](=[O:16])[CH2:7]P(OCC)(OCC)=O)[CH3:4].O[CH:18]1[C:26]2[C:21](=[CH:22][CH:23]=[C:24]([C:27]([F:30])([F:29])[F:28])[CH:25]=2)[C:20](=[O:31])[N:19]1[CH2:32][C:33]([F:36])([F:35])[F:34]. Product: [CH2:3]([O:5][C:6](=[O:16])[CH2:7][CH:18]1[C:26]2[C:21](=[CH:22][CH:23]=[C:24]([C:27]([F:30])([F:29])[F:28])[CH:25]=2)[C:20](=[O:31])[N:19]1[CH2:32][C:33]([F:34])([F:35])[F:36])[CH3:4]. The catalyst class is: 425. (5) Reactant: O1CCCC1.[I:6][C:7]1[CH:15]=[CH:14][C:10]([C:11](Cl)=[O:12])=[CH:9][CH:8]=1.[CH3:16][C:17]1[CH:22]=[C:21]([CH3:23])[CH:20]=[CH:19][C:18]=1[N:24]1[CH2:29][CH2:28][NH:27][CH2:26][CH2:25]1.[OH-].[Na+]. Product: [CH3:16][C:17]1[CH:22]=[C:21]([CH3:23])[CH:20]=[CH:19][C:18]=1[N:24]1[CH2:25][CH2:26][N:27]([C:11]([C:10]2[CH:14]=[CH:15][C:7]([I:6])=[CH:8][CH:9]=2)=[O:12])[CH2:28][CH2:29]1. The catalyst class is: 13. (6) Reactant: [CH3:1][C@H:2]1[N:7]([C:8]2[CH:13]=[CH:12][C:11]([C:14]([F:17])([F:16])[F:15])=[CH:10][N:9]=2)[CH2:6][CH2:5][N:4]([CH2:18][C:19]2[C:20]([C:24]3[NH:25][CH:26]=[C:27]([C:29]#[N:30])[N:28]=3)=[N:21][NH:22][CH:23]=2)[CH2:3]1.C([O-])([O-])=[O:32].[K+].[K+].OO. Product: [CH3:1][C@H:2]1[N:7]([C:8]2[CH:13]=[CH:12][C:11]([C:14]([F:15])([F:17])[F:16])=[CH:10][N:9]=2)[CH2:6][CH2:5][N:4]([CH2:18][C:19]2[C:20]([C:24]3[NH:25][CH:26]=[C:27]([C:29]([NH2:30])=[O:32])[N:28]=3)=[N:21][NH:22][CH:23]=2)[CH2:3]1. The catalyst class is: 16. (7) Reactant: [CH2:1]([N:8]1[C:12]([C:13]2[CH:18]=[CH:17][CH:16]=[CH:15][CH:14]=2)=[CH:11][C:10]([C:19]([CH3:23])([CH3:22])[C:20]#[N:21])=[N:9]1)[C:2]1[CH:7]=[CH:6][CH:5]=[CH:4][CH:3]=1.B.O1CCCC1.O.S([O-])([O-])(=O)=O.[Na+].[Na+]. Product: [CH2:1]([N:8]1[C:12]([C:13]2[CH:14]=[CH:15][CH:16]=[CH:17][CH:18]=2)=[CH:11][C:10]([C:19]([CH3:23])([CH3:22])[CH2:20][NH2:21])=[N:9]1)[C:2]1[CH:3]=[CH:4][CH:5]=[CH:6][CH:7]=1. The catalyst class is: 56. (8) Reactant: [NH2:1][C:2]1[CH:7]=[CH:6][C:5]([S:8][C:9]2[C:10]([CH2:26]C)=[N:11][N:12]([CH2:16][CH2:17][NH:18][C:19](=[O:25])[O:20][C:21]([CH3:24])([CH3:23])[CH3:22])[C:13]=2[CH2:14]C)=[CH:4][CH:3]=1.[CH3:28]COC(C)=O. Product: [NH2:1][C:2]1[CH:7]=[CH:6][C:5]([S:8][C:9]2[C:10]([CH3:26])=[N:11][N:12]([CH2:16][CH2:17][N:18]([CH3:28])[C:19](=[O:25])[O:20][C:21]([CH3:24])([CH3:22])[CH3:23])[C:13]=2[CH3:14])=[CH:4][CH:3]=1. The catalyst class is: 81.